Dataset: Experimentally validated miRNA-target interactions with 360,000+ pairs, plus equal number of negative samples. Task: Binary Classification. Given a miRNA mature sequence and a target amino acid sequence, predict their likelihood of interaction. (1) The miRNA is hsa-miR-6841-5p with sequence UAGGGUACUCAGAGCAAGUUGU. The protein sequence of the target gene is MTSCSNTCGSRRAQADTEGGYQQRYGVRSYLHQFYEDCTASIWEYEDDFQIQRSPNRWSSVFWKVGLISGTVFVILGLTVLAVGFLVPPKIEAFGEADFMVVDTHAVKYNGALDTCKLAGAVLFCIGGTSMAGCLLMSVFAKSYSKEEKFLQQKFKERIADIKAHTQPITKAPGPGDTKIPVTLSRVQNVQPLSAT. Result: 0 (no interaction). (2) Result: 0 (no interaction). The protein sequence of the target gene is MAAADGDDSLYPIAVLIDELRNEDVQLRLNSIKKLSTIALALGVERTRSELLPFLTDTIYDEDEVLLALAEQLGTFTTLVGGPEYVHCLLPPLESLATVEETVVRDKAVESLRAISHEHSPSDLEAHFVPLVKRLAGGDWFTSRTSACGLFSVCYPRVSSAVKAELRQYFRNLCSDDTPMVRRAAASKLGEFAKVLELDNVKSEIIPMFSNLASDEQDSVRLLAVEACVNIAQLLPQEDLEALVMPTLRQAAEDKSWRVRYMVADKFTELQKAVGPEITKTDLVPAFQNLMKDCEAEVRA.... The miRNA is mmu-miR-466j with sequence UGUGUGCAUGUGCAUGUGUGUAA. (3) The miRNA is cel-miR-43-3p with sequence UAUCACAGUUUACUUGCUGUCGC. The protein sequence of the target gene is MKCHYEALGVRRDASEEELKKAYRKLALKWHPDKNLDNAAEAAEQFKLIQAAYDVLSDPQERAWYDNHREALLKGGFDGEYQDDSLDLLRYFTVTCYSGYGDDEKGFYTVYRNVFEMIAKEELESVLEEEVDDFPTFGDSQSDYDTVVHPFYAYWQSFCTQKNFAWKEEYDTRQASNRWEKRAMEKENKKIRDKARKEKNELVRQLVAFIRKRDKRVQAHRKLVEEQNAEKARKAEEMRRQQKLKQAKLVEQYREQSWMTMANLEKELQEMEARYEKEFGDGSDENEMEEHELKDEEDGK.... Result: 0 (no interaction). (4) The miRNA is hsa-miR-6772-3p with sequence UUGCUCCUGACUCUGUGCCCACA. The protein sequence of the target gene is MATSTSTEAKSASWWNYFFLYDGSKVKEEGDPTRAGICYFYPSQTLLDQQELLCGQIAGVVRCVSDISDSPPTLVRLRKLKFAIKVDGDYLWVLGCAVELPDVSCKRFLDQLVGFFNFYNGPVSLAYENCSQEELSTEWDTFIEQILKNTSDLHKIFNSLWNLDQTKVEPLLLLKAARILQTCQRSPHILAGCILYKGLIVSTQLPPSLTAKVLLHRTAPQEQRLPTGEDAPQEHGAALPPNVQIIPVFVTKEEAISLHEFPVEQMTRSLASPAGLQDGSAQHHPKGGSTSALKENATGH.... Result: 0 (no interaction). (5) The miRNA is mmu-miR-297a-5p with sequence AUGUAUGUGUGCAUGUGCAUGU. The protein sequence of the target gene is MASLSLAPVNIFKAGADEERAETARLSSFIGAIAIGDLVKSTLGPKGMDKILLSSGRDAALMVTNDGATILKNIGVDNPAAKVLVDMSRVQDDEVGDGTTSVTVLAAELLREAESLIAKKIHPQTIISGWREATKAAREALLSSAVDHGSDEARFWQDLMNIAGTTLSSKLLTHHKDHFTKLAVEAVLRLKGSGNLEAIHVIKKLGGSLADSYLDEGFLLDKKIGVNQPKRIENAKILIANTGMDTDKIKIFGSRVRVDSTAKVAEIEHAEKEKMKEKVERILKHGINCFINRQLIYNYP.... Result: 1 (interaction). (6) The miRNA is hsa-miR-214-5p with sequence UGCCUGUCUACACUUGCUGUGC. The protein sequence of the target gene is MRYKTSLVMRKRLRLYRNTLKESSSSSGHHGPQLTAASSPSVFPGLHEEPPQASPSRPLNGLLRLGLPGDMYARPEPFPPGPAARSDALAAAAALHGYGGMNLTVNLAAPHGPGAFFRYMRQPIKQELICKWLAADGTATPSLCSKTFSTMHELVTHVTVEHVGGPEQANHICFWEECPRQGKPFKAKYKLVNHIRVHTGEKPFPCPFPGCGKVFARSENLKIHKRTHTGEKPFRCEFEGCERRFANSSDRKKHSHVHTSDKPYTCKVRGCDKCYTHPSSLRKHMKVHGRSPPPSSGYDS.... Result: 0 (no interaction). (7) The miRNA is hsa-miR-4485-5p with sequence ACCGCCUGCCCAGUGA. The protein sequence of the target gene is MYNGSCCRIEGDTISQVMPPLLIVAFVLGALGNGVALCGFCFHMKTWKPSTVYLFNLAVADFLLMICLPFRTDYYLRRRHWAFGDIPCRVGLFTLAMNRAGSIVFLTVVAADRYFKVVHPHHAVNTISTRVAAGIVCTLWALVILGTVYLLLENHLCVQETAVSCESFIMESANGWHDIMFQLEFFMPLGIILFCSFKIVWSLRRRQQLARQARMKKATRFIMVVAIVFITCYLPSVSARLYFLWTVPSSACDPSVHGALHITLSFTYMNSMLDPLVYYFSSPSFPKFYNKLKICSLKPK.... Result: 1 (interaction). (8) The miRNA is hsa-miR-6734-3p with sequence CCCUUCCCUCACUCUUCUCUCAG. The protein sequence of the target gene is MHLLPALAGVLATLVLAQPCEGTDPASPGAVETSVLRDCIAEAKLLVDAAYNWTQKSIKQRLRSGSASPMDLLSYFKQPVAATRTVVRAADYMHVALGLLEEKLQPQRSGPFNVTDVLTEPQLRLLSQASGCALRDQAERCSDKYRTITGRCNNKRRPLLGASNQALARWLPAEYEDGLSLPFGWTPSRRRNGFLLPLVRAVSNQIVRFPNERLTSDRGRALMFMQWGQFIDHDLDFSPESPARVAFTAGVDCERTCAQLPPCFPIKIPPNDPRIKNQRDCIPFFRSAPSCPQNKNRVRN.... Result: 1 (interaction). (9) The miRNA is hsa-miR-942-5p with sequence UCUUCUCUGUUUUGGCCAUGUG. The protein sequence of the target gene is MASNNTASIAQARKLVEQLKMEANIDRIKVSKAAADLMAYCEAHAKEDPLLTPVPASENPFREKKFFCAIL. Result: 1 (interaction).